Dataset: Forward reaction prediction with 1.9M reactions from USPTO patents (1976-2016). Task: Predict the product of the given reaction. Given the reactants [C:1]([C@@H:3]1[CH2:7][CH2:6][N:5]([C:8]([O:10][C:11]([CH3:14])([CH3:13])[CH3:12])=[O:9])[CH2:4]1)#[N:2].CCN(CC)CC.[H][H], predict the reaction product. The product is: [NH2:2][CH2:1][C@@H:3]1[CH2:7][CH2:6][N:5]([C:8]([O:10][C:11]([CH3:14])([CH3:13])[CH3:12])=[O:9])[CH2:4]1.